From a dataset of Forward reaction prediction with 1.9M reactions from USPTO patents (1976-2016). Predict the product of the given reaction. (1) Given the reactants [N:1]([CH2:4][CH:5]([NH:15][C:16]([C:18]1[S:34][C:21]2=[N:22][C:23]3[CH2:24][CH2:25][CH:26]([C:30]([CH3:33])([CH3:32])[CH3:31])[CH2:27][C:28]=3[CH:29]=[C:20]2[CH:19]=1)=[O:17])[C:6]1[CH:11]=[CH:10][C:9]([C:12](=[O:14])[NH2:13])=[CH:8][CH:7]=1)=[N+]=[N-].C(N(CC)CC)C.C1(P(C2C=CC=CC=2)C2C=CC=CC=2)C=CC=CC=1, predict the reaction product. The product is: [NH2:1][CH2:4][CH:5]([NH:15][C:16]([C:18]1[S:34][C:21]2=[N:22][C:23]3[CH2:24][CH2:25][CH:26]([C:30]([CH3:32])([CH3:31])[CH3:33])[CH2:27][C:28]=3[CH:29]=[C:20]2[CH:19]=1)=[O:17])[C:6]1[CH:11]=[CH:10][C:9]([C:12](=[O:14])[NH2:13])=[CH:8][CH:7]=1. (2) Given the reactants C1N(CCO)CCN(CCS(O)(=O)=O)C1.[Cl-].[K+].[Mg+2].[Cl-].[Cl-].C(S)[C@@H](O)[C@H](O)CS.O([CH2:38]/[CH:39]=[C:40](\[CH2:42][CH2:43]/[CH:44]=[C:45](\[CH2:47][CH2:48][CH:49]=[C:50]([CH3:52])[CH3:51])/[CH3:46])/[CH3:41])P(OP([O-])([O-])=O)(=O)[O-].O(C/C=C(/CC/C=C(/CCC=C(C)C)\C)\C)P(OP([O-])([O-])=O)(=O)[O-].O(C/C=C(/CCC=C(C)C)\C)P(OP([O-])([O-])=O)(=O)[O-].O(C/C=C(\CCC=C(C)C)/C)P(OP([O-])([O-])=O)(=O)[O-].O(C/C=C(/CC/C=C(\C)/CC/C=C(/CCC=C(C)C)\C)\C)P(OP([O-])([O-])=O)(=O)[O-], predict the reaction product. The product is: [CH3:41][C:40]1[CH:42]=[CH:43][C@@H:44]([C@H:45]([CH2:47][CH2:48][CH:49]=[C:50]([CH3:52])[CH3:51])[CH3:46])[CH2:38][CH:39]=1. (3) Given the reactants [NH2:1][C:2]1[CH:7]=[CH:6][C:5]([N:8]2[C:20]3[CH2:19][CH2:18][CH2:17][C:16](=[O:21])[C:15]=3[C:14]3[C:9]2=[CH:10][CH:11]=[CH:12][CH:13]=3)=[C:4]([Cl:22])[CH:3]=1.C(#N)C.N1C=CC=CC=1.[C:32](OC(=O)C)(=[O:34])[CH3:33], predict the reaction product. The product is: [Cl:22][C:4]1[CH:3]=[C:2]([NH:1][C:32](=[O:34])[CH3:33])[CH:7]=[CH:6][C:5]=1[N:8]1[C:20]2[CH2:19][CH2:18][CH2:17][C:16](=[O:21])[C:15]=2[C:14]2[C:9]1=[CH:10][CH:11]=[CH:12][CH:13]=2. (4) Given the reactants [Cl:1][C:2]1[CH:3]=[CH:4][C:5]([C:40]#[N:41])=[C:6]([C:8]2[C:13]([O:14][CH3:15])=[CH:12][N:11]([CH:16]([CH2:33][CH:34]3[CH2:36][C:35]3([F:38])[F:37])[C:17]([NH:19][C:20]3[CH:32]=[CH:31][C:23]([C:24]([O:26]C(C)(C)C)=[O:25])=[CH:22][CH:21]=3)=[O:18])[C:10](=[O:39])[CH:9]=2)[CH:7]=1.C(O)(C(F)(F)F)=O, predict the reaction product. The product is: [Cl:1][C:2]1[CH:3]=[CH:4][C:5]([C:40]#[N:41])=[C:6]([C:8]2[C:13]([O:14][CH3:15])=[CH:12][N:11]([CH:16]([CH2:33][CH:34]3[CH2:36][C:35]3([F:38])[F:37])[C:17]([NH:19][C:20]3[CH:32]=[CH:31][C:23]([C:24]([OH:26])=[O:25])=[CH:22][CH:21]=3)=[O:18])[C:10](=[O:39])[CH:9]=2)[CH:7]=1. (5) Given the reactants [O:1]=[C:2]1[C:11]2[C:6](=[CH:7][CH:8]=[CH:9][CH:10]=2)[N:5]=[C:4]([CH2:12][CH2:13][CH2:14][C:15]([OH:17])=O)[NH:3]1.[N:18]1[CH:23]=[CH:22][CH:21]=[CH:20][C:19]=1[O:24][C@H:25]1[CH2:30][CH2:29][C@H:28]([NH2:31])[CH2:27][CH2:26]1, predict the reaction product. The product is: [O:1]=[C:2]1[C:11]2[C:6](=[CH:7][CH:8]=[CH:9][CH:10]=2)[N:5]=[C:4]([CH2:12][CH2:13][CH2:14][C:15]([NH:31][C@H:28]2[CH2:27][CH2:26][C@H:25]([O:24][C:19]3[CH:20]=[CH:21][CH:22]=[CH:23][N:18]=3)[CH2:30][CH2:29]2)=[O:17])[NH:3]1.